This data is from Reaction yield outcomes from USPTO patents with 853,638 reactions. The task is: Predict the reaction yield, written as a fraction of the theoretical maximum amount of product (1.0 means a 100% yield; for example, 0.34 means a 34% yield). (1) The reactants are N1C=CC=CC=1.CO[C:9]1[C:14]([CH3:15])=[CH:13][C:12]([S:16]([Cl:19])(=[O:18])=[O:17])=[CH:11][CH:10]=1.[NH2:20][C:21]1[CH:22]=[C:23]([CH2:30][N:31]2[CH2:36][CH2:35][N:34](C(OC(C)(C)C)=O)[CH2:33][CH:32]2[CH3:44])[C:24]2[O:28][CH:27]=[CH:26][C:25]=2[CH:29]=1.[ClH:45].C[CH2:47][O:48]CC. The catalyst is C(Cl)Cl.C1COCC1.CO. The product is [ClH:19].[ClH:45].[CH3:47][O:48][C:11]1[CH:10]=[CH:9][C:14]([CH3:15])=[CH:13][C:12]=1[S:16]([NH:20][C:21]1[CH:22]=[C:23]([CH2:30][N:31]2[CH2:36][CH2:35][NH:34][CH2:33][CH:32]2[CH3:44])[C:24]2[O:28][CH:27]=[CH:26][C:25]=2[CH:29]=1)(=[O:17])=[O:18]. The yield is 0.380. (2) The reactants are [F-].C([N+](CCCC)(CCCC)CCCC)CCC.[Si]([O:26][CH2:27][C:28]1[CH:29]=[CH:30][C:31]([C:34](=[O:39])[CH2:35][CH:36]([CH3:38])[CH3:37])=[N:32][CH:33]=1)(C(C)(C)C)(C)C. The catalyst is C1COCC1. The product is [OH:26][CH2:27][C:28]1[CH:29]=[CH:30][C:31]([C:34](=[O:39])[CH2:35][CH:36]([CH3:37])[CH3:38])=[N:32][CH:33]=1. The yield is 0.840.